From a dataset of Reaction yield outcomes from USPTO patents with 853,638 reactions. Predict the reaction yield, written as a fraction of the theoretical maximum amount of product (1.0 means a 100% yield; for example, 0.34 means a 34% yield). (1) The reactants are [Br:1][C:2]1[CH:3]=[C:4]2[C:8](=[CH:9][CH:10]=1)[NH:7][CH:6]=[C:5]2[CH:11]([CH3:13])[CH3:12].I[C:15]1[CH:20]=[CH:19][CH:18]=[CH:17][CH:16]=1.C(=O)([O-])[O-].[K+].[K+].[OH-].[Na+]. The catalyst is [Cu]Br.C([O-])(=O)C.[Cu+2].C([O-])(=O)C. The product is [Br:1][C:2]1[CH:3]=[C:4]2[C:8](=[CH:9][CH:10]=1)[N:7]([C:15]1[CH:20]=[CH:19][CH:18]=[CH:17][CH:16]=1)[CH:6]=[C:5]2[CH:11]([CH3:13])[CH3:12]. The yield is 0.689. (2) The reactants are [CH2:1]([O:3][C@H:4]1[CH2:9][CH2:8][C@H:7]([N:10]2[CH2:15][CH2:14][CH:13]([NH2:16])[CH2:12][CH2:11]2)[CH2:6][CH2:5]1)[CH3:2].C(N(C(C)C)CC)(C)C.F[C:27]1[CH:28]=[C:29]([CH3:36])[CH:30]=[CH:31][C:32]=1[N+:33]([O-:35])=[O:34]. The catalyst is CN(C)C=O. The product is [CH2:1]([O:3][C@H:4]1[CH2:5][CH2:6][C@H:7]([N:10]2[CH2:11][CH2:12][CH:13]([NH:16][C:27]3[CH:28]=[C:29]([CH3:36])[CH:30]=[CH:31][C:32]=3[N+:33]([O-:35])=[O:34])[CH2:14][CH2:15]2)[CH2:8][CH2:9]1)[CH3:2]. The yield is 0.500. (3) The reactants are [C:1](O)([C:3]([F:6])([F:5])[F:4])=[O:2].[OH:8][C:9]1[C:19]2[CH2:18][CH2:17][N:16](C(OC(C)(C)C)=O)[CH2:15][CH:14]([CH3:27])[C:13]=2[NH:12][C:11](=[O:28])[CH:10]=1.CCN(CC)CC.C(OC(C(F)(F)F)=O)(C(F)(F)F)=O.C([O-])(O)=O.[Na+]. The catalyst is C(Cl)Cl. The product is [OH:8][C:9]1[C:19]2[CH2:18][CH2:17][N:16]([C:1](=[O:2])[C:3]([F:6])([F:5])[F:4])[CH2:15][CH:14]([CH3:27])[C:13]=2[NH:12][C:11](=[O:28])[CH:10]=1. The yield is 0.520. (4) The reactants are [H-].[Na+].[C:3]([CH2:5]P(=O)(OCC)OCC)#[N:4].[CH2:14]([N:21]1[CH:26]2[CH:27]([O:29][Si:30]([C:33]([CH3:36])([CH3:35])[CH3:34])([CH3:32])[CH3:31])[CH2:28][CH:22]1[CH2:23][C:24](=O)[CH2:25]2)[C:15]1[CH:20]=[CH:19][CH:18]=[CH:17][CH:16]=1. The catalyst is O1CCCC1. The product is [CH2:14]([N:21]1[CH:26]2[CH:27]([O:29][Si:30]([C:33]([CH3:36])([CH3:35])[CH3:34])([CH3:32])[CH3:31])[CH2:28][CH:22]1[CH2:23]/[C:24](=[CH:5]\[C:3]#[N:4])/[CH2:25]2)[C:15]1[CH:20]=[CH:19][CH:18]=[CH:17][CH:16]=1. The yield is 0.980. (5) The reactants are [C:1]([C:3]1[CH:4]=[C:5]2[C:10](=[CH:11][CH:12]=1)[NH:9][CH2:8][C@@H:7]([NH:13][S:14]([C:17]1[CH:22]=[CH:21][CH:20]=[CH:19][CH:18]=1)(=[O:16])=[O:15])[CH2:6]2)#[N:2].C(O)(=O)C.C1COCC1.I([Cl:35])(=O)=O.I(Cl)(=O)=O.I(Cl)(=O)=O.I(Cl)(=O)=O.C([N+](C)(C)C)C1C=CC=CC=1. The catalyst is C(Cl)Cl. The product is [Cl:35][C:11]1[CH:12]=[C:3]([C:1]#[N:2])[CH:4]=[C:5]2[C:10]=1[NH:9][CH2:8][CH:7]([NH:13][S:14]([C:17]1[CH:22]=[CH:21][CH:20]=[CH:19][CH:18]=1)(=[O:16])=[O:15])[CH2:6]2. The yield is 0.590. (6) The reactants are [Cl:1][C:2]1[CH:37]=[CH:36][C:5]([CH2:6][CH2:7][NH:8][C:9]([C:11]2[CH:32]=[CH:31][C:14]([O:15][C:16]3[CH:25]=[C:24]4[C:19]([CH:20]([C:26]([O:28]C)=[O:27])[CH2:21][CH2:22][O:23]4)=[CH:18][C:17]=3[Cl:30])=[C:13]([N+:33]([O-:35])=[O:34])[CH:12]=2)=[O:10])=[CH:4][CH:3]=1.[OH-].[Na+].O.CO. The catalyst is C1COCC1.C(OCC)(=O)C.Cl. The product is [Cl:1][C:2]1[CH:3]=[CH:4][C:5]([CH2:6][CH2:7][NH:8][C:9]([C:11]2[CH:32]=[CH:31][C:14]([O:15][C:16]3[CH:25]=[C:24]4[C:19]([CH:20]([C:26]([OH:28])=[O:27])[CH2:21][CH2:22][O:23]4)=[CH:18][C:17]=3[Cl:30])=[C:13]([N+:33]([O-:35])=[O:34])[CH:12]=2)=[O:10])=[CH:36][CH:37]=1. The yield is 0.370.